This data is from Catalyst prediction with 721,799 reactions and 888 catalyst types from USPTO. The task is: Predict which catalyst facilitates the given reaction. (1) Reactant: [CH3:1][C:2]1[C:7]([CH3:8])=[CH:6][CH:5]=[CH:4][C:3]=1[N:9]=[C:10]=[S:11].[N-:12]=[N+:13]=[N-:14].[Na+].Cl. Product: [CH3:1][C:2]1[C:7]([CH3:8])=[CH:6][CH:5]=[CH:4][C:3]=1[N:9]1[C:10]([SH:11])=[N:14][N:13]=[N:12]1. The catalyst class is: 14. (2) Reactant: [C:1]1(=[O:20])[C:9]2[C:4](=[CH:5][C:6]([C:10]#[C:11][CH2:12][O:13][CH:14]3[CH2:19][CH2:18][CH2:17][CH2:16][O:15]3)=[CH:7][CH:8]=2)[CH2:3][CH2:2]1. Product: [C:1]1(=[O:20])[C:9]2[C:4](=[CH:5][C:6]([CH2:10][CH2:11][CH2:12][O:13][CH:14]3[CH2:19][CH2:18][CH2:17][CH2:16][O:15]3)=[CH:7][CH:8]=2)[CH2:3][CH2:2]1. The catalyst class is: 586. (3) Reactant: [C:1]1([C@@H:7]([NH:9][C:10]2[CH2:15][O:14][CH2:13][CH2:12][C:11]=2[C:16]([O:18][CH2:19][CH3:20])=[O:17])[CH3:8])[CH:6]=[CH:5][CH:4]=[CH:3][CH:2]=1.CCCC1C=CC(OC2C=CC=CC=2)=C(O)C=1.C1COCC1.CCO. The catalyst class is: 52. Product: [C:1]1([C@@H:7]([NH:9][C@@H:10]2[C@H:11]([C:16]([O:18][CH2:19][CH3:20])=[O:17])[CH2:12][CH2:13][O:14][CH2:15]2)[CH3:8])[CH:6]=[CH:5][CH:4]=[CH:3][CH:2]=1. (4) Reactant: [CH3:1][N:2]([CH3:8])[C@H:3]1[CH2:7][CH2:6][NH:5][CH2:4]1.F[C:10]1[C:11]([C:25]2[CH:30]=[CH:29][CH:28]=[CH:27][CH:26]=2)=[C:12]([CH3:24])[C:13]([C:22]#[N:23])=[C:14]2[C:18]=1[O:17][C:16]([CH2:19][O:20][CH3:21])=[N:15]2.O.C(=O)(O)[O-].[Na+]. Product: [CH3:1][N:2]([CH3:8])[C@H:3]1[CH2:7][CH2:6][N:5]([C:10]2[C:11]([C:25]3[CH:30]=[CH:29][CH:28]=[CH:27][CH:26]=3)=[C:12]([CH3:24])[C:13]([C:22]#[N:23])=[C:14]3[C:18]=2[O:17][C:16]([CH2:19][O:20][CH3:21])=[N:15]3)[CH2:4]1. The catalyst class is: 16. (5) Reactant: [C:1]([C:4]1[NH:9][C:8](=O)[CH:7]=[CH:6][N:5]=1)(=[O:3])[CH3:2].[N:11]1[CH:16]=[CH:15][CH:14]=[CH:13][CH:12]=1.CS(Cl)(=O)=O.N1CCCCC1. Product: [N:11]1([C:8]2[CH:7]=[CH:6][N:5]=[C:4]([C:1](=[O:3])[CH3:2])[N:9]=2)[CH2:16][CH2:15][CH2:14][CH2:13][CH2:12]1. The catalyst class is: 4. (6) Reactant: [NH2:1][C@H:2]1[CH2:6][CH2:5][C@H:4]([C:7](O)=O)[CH2:3]1.[C:10]([O-:13])([O-])=O.[K+].[K+].[CH2:16](Br)[C:17]1[CH:22]=[CH:21][CH:20]=[CH:19][CH:18]=1.[OH2:24]. Product: [CH2:16]([N:1]([CH2:16][C:17]1[CH:22]=[CH:21][CH:20]=[CH:19][CH:18]=1)[C@H:2]1[CH2:6][CH2:5][C@H:4]([C:7]([O:13][CH2:10][C:17]2[CH:22]=[CH:21][CH:20]=[CH:19][CH:18]=2)=[O:24])[CH2:3]1)[C:17]1[CH:22]=[CH:21][CH:20]=[CH:19][CH:18]=1. The catalyst class is: 23. (7) Reactant: [OH:1][C:2]1[CH:3]=[C:4]2[C:9](=[CH:10][CH:11]=1)[N:8]=[C:7]([O:12][CH3:13])[CH:6]=[CH:5]2.[Br:14][CH2:15][CH2:16][CH2:17][CH2:18][CH2:19][CH2:20][CH2:21][CH2:22]Br. Product: [Br:14][CH2:15][CH2:16][CH2:17][CH2:18][CH2:19][CH2:20][CH2:21][CH2:22][O:1][C:2]1[CH:3]=[C:4]2[C:9](=[CH:10][CH:11]=1)[N:8]=[C:7]([O:12][CH3:13])[CH:6]=[CH:5]2. The catalyst class is: 6. (8) Reactant: [NH2:1][C:2]([NH2:4])=[S:3].Br[CH:6]1[C:11](=O)[CH2:10][CH2:9][N:8]([C:13](=[O:21])[C:14]2[CH:19]=[CH:18][CH:17]=[CH:16][C:15]=2[F:20])[CH2:7]1.C([O-])(O)=O.[Na+]. Product: [F:20][C:15]1[CH:16]=[CH:17][CH:18]=[CH:19][C:14]=1[C:13]([N:8]1[CH2:9][CH2:10][C:11]2[N:1]=[C:2]([NH2:4])[S:3][C:6]=2[CH2:7]1)=[O:21]. The catalyst class is: 14.